Dataset: Catalyst prediction with 721,799 reactions and 888 catalyst types from USPTO. Task: Predict which catalyst facilitates the given reaction. (1) Reactant: [CH2:1]([O:3][C:4]([C:6]1[NH:7][C:8]2[C:13]([C:14]=1[CH2:15][C:16]1[C:25]3[C:20](=[CH:21][CH:22]=[CH:23][CH:24]=3)[CH:19]=[CH:18][CH:17]=1)=[CH:12][CH:11]=[CH:10][CH:9]=2)=[O:5])[CH3:2].[H-].[Na+].Br[CH2:29][CH2:30][O:31][CH3:32]. Product: [CH2:1]([O:3][C:4]([C:6]1[N:7]([CH2:29][CH2:30][O:31][CH3:32])[C:8]2[C:13]([C:14]=1[CH2:15][C:16]1[C:25]3[C:20](=[CH:21][CH:22]=[CH:23][CH:24]=3)[CH:19]=[CH:18][CH:17]=1)=[CH:12][CH:11]=[CH:10][CH:9]=2)=[O:5])[CH3:2]. The catalyst class is: 9. (2) Reactant: [CH:1]1([NH:4][C:5]2[CH:13]=[C:12]([F:14])[C:11]([F:15])=[CH:10][C:6]=2[C:7]([OH:9])=O)[CH2:3][CH2:2]1.CCN=C=NCCCN(C)C.C1C=CC2N(O)N=NC=2C=1.CCN(C(C)C)C(C)C.[CH3:46][C:47]([NH2:51])([C:49]#[CH:50])[CH3:48]. Product: [CH:1]1([NH:4][C:5]2[CH:13]=[C:12]([F:14])[C:11]([F:15])=[CH:10][C:6]=2[C:7]([NH:51][C:47]([CH3:48])([C:49]#[CH:50])[CH3:46])=[O:9])[CH2:2][CH2:3]1. The catalyst class is: 2. (3) Reactant: [F:1][C:2]1[CH:7]=[CH:6][C:5]([C:8]2[CH:13]=[CH:12][C:11]([F:14])=[CH:10][CH:9]=2)=[C:4]([N+:15]([O-])=O)[CH:3]=1.C1(P(C2C=CC=CC=2)C2C=CC=CC=2)C=CC=CC=1. Product: [F:1][C:2]1[CH:7]=[CH:6][C:5]2[C:8]3[C:13](=[CH:12][C:11]([F:14])=[CH:10][CH:9]=3)[NH:15][C:4]=2[CH:3]=1. The catalyst class is: 262. (4) Reactant: [Br:1][C:2]1[C:6]([F:7])=[CH:5][NH:4][N:3]=1.CC(C)([O-])C.[K+].[Cl:14][C:15]1[N:16]=[N:17][CH:18]=[C:19](Cl)[CH:20]=1. Product: [Br:1][C:2]1[C:6]([F:7])=[CH:5][N:4]([C:19]2[CH:20]=[C:15]([Cl:14])[N:16]=[N:17][CH:18]=2)[N:3]=1. The catalyst class is: 31. (5) Reactant: [C:1]([O:4][CH2:5][C:6](=O)[NH:7][C:8]1[CH:13]=[CH:12][C:11]([C:14]([F:17])([F:16])[F:15])=[CH:10][N:9]=1)(=[O:3])[CH3:2].C1(P(C2C=CC=CC=2)C2C=CC=CC=2)C=CC=CC=1.C[Si]([N:42]=[N+:43]=[N-:44])(C)C. Product: [C:1]([O:4][CH2:5][C:6]1[N:7]([C:8]2[CH:13]=[CH:12][C:11]([C:14]([F:17])([F:16])[F:15])=[CH:10][N:9]=2)[N:44]=[N:43][N:42]=1)(=[O:3])[CH3:2]. The catalyst class is: 49. (6) Reactant: Cl.[C:2]([C:4]1[C:5](O)=[C:6]([C:10]2[N:20]=[CH:19][CH:18]=[CH:17][C:11]=2[C:12]([O:14][CH2:15][CH3:16])=[O:13])[CH:7]=[CH:8][CH:9]=1)#[N:3].C(O[K])(C)(C)C.C1(P(C2C=CC=CC=2)C2C=CC=CC=2)C=CC=CC=1.CCOC(/N=N/C(OCC)=O)=O.C1(C)C=CC=CC=1.[Cl:66][C:67]1[CH:75]=[CH:74][CH:73]=[CH:72][C:68]=1[CH2:69][CH2:70][OH:71]. Product: [Cl:66][C:67]1[CH:75]=[CH:74][CH:73]=[CH:72][C:68]=1[CH2:69][CH2:70][O:71][C:9]1[CH:8]=[CH:7][C:6]([C:10]2[N:20]=[CH:19][CH:18]=[CH:17][C:11]=2[C:12]([O:14][CH2:15][CH3:16])=[O:13])=[CH:5][C:4]=1[C:2]#[N:3]. The catalyst class is: 1.